This data is from Full USPTO retrosynthesis dataset with 1.9M reactions from patents (1976-2016). The task is: Predict the reactants needed to synthesize the given product. (1) Given the product [C:12]([C:16]1[CH:17]=[CH:18][C:19]([C:20]([NH:1][C:2]2[CH:3]=[C:4]([S:8]([OH:11])(=[O:9])=[O:10])[CH:5]=[CH:6][CH:7]=2)=[O:21])=[CH:23][CH:24]=1)([CH3:15])([CH3:13])[CH3:14], predict the reactants needed to synthesize it. The reactants are: [NH2:1][C:2]1[CH:3]=[C:4]([S:8]([OH:11])(=[O:10])=[O:9])[CH:5]=[CH:6][CH:7]=1.[C:12]([C:16]1[CH:24]=[CH:23][C:19]([C:20](Cl)=[O:21])=[CH:18][CH:17]=1)([CH3:15])([CH3:14])[CH3:13]. (2) Given the product [C:1]([O:5][C:6](=[O:20])[C:7]([CH3:8])([O:9][C:10]1[CH:11]=[CH:12][C:13]([C:14]([O:16][CH2:40][C:38]2[N:37]=[N:36][N:35]([CH2:34][C:33]3[CH:42]=[CH:43][C:30]([C:23]([O:28][CH3:29])([C:22]([F:44])([F:21])[F:45])[C:24]([F:25])([F:26])[F:27])=[CH:31][CH:32]=3)[CH:39]=2)=[O:15])=[CH:17][CH:18]=1)[CH3:19])([CH3:2])([CH3:3])[CH3:4], predict the reactants needed to synthesize it. The reactants are: [C:1]([O:5][C:6](=[O:20])[C:7]([CH3:19])([O:9][C:10]1[CH:18]=[CH:17][C:13]([C:14]([OH:16])=[O:15])=[CH:12][CH:11]=1)[CH3:8])([CH3:4])([CH3:3])[CH3:2].[F:21][C:22]([F:45])([F:44])[C:23]([C:30]1[CH:43]=[CH:42][C:33]([CH2:34][N:35]2[CH:39]=[C:38]([CH2:40]O)[N:37]=[N:36]2)=[CH:32][CH:31]=1)([O:28][CH3:29])[C:24]([F:27])([F:26])[F:25].C1(N=C=NC2CCCCC2)CCCCC1. (3) Given the product [CH3:1][O:2][CH2:3][C:4]([CH3:10])([CH3:9])[C:5](=[O:6])[CH2:14][C:15]#[N:16], predict the reactants needed to synthesize it. The reactants are: [CH3:1][O:2][CH2:3][C:4]([CH3:10])([CH3:9])[C:5](OC)=[O:6].CC(C)C(=O)[CH2:14][C:15]#[N:16]. (4) Given the product [Br:38][C:39]1[CH:40]=[C:41]([C:4]2[C:5]3[C:13](=[O:15])[N:9]4[C@H:8]([C:6]=3[N:21]=[C:22]([CH2:29][CH2:30][C:31]3[CH:32]=[CH:33][C:34]([F:37])=[CH:35][CH:36]=3)[C:23]=2[C:24]([O:26][CH2:27][CH3:28])=[O:25])[CH2:12][CH2:11][CH2:10]4)[S:42][CH:43]=1, predict the reactants needed to synthesize it. The reactants are: C(O[C:4](=O)[CH2:5][C:6]([C@@H:8]1[CH2:12][CH2:11][CH2:10][N:9]1[C:13]([O:15]C(C)(C)C)=O)=O)C.[NH2:21]/[C:22](/[CH2:29][CH2:30][C:31]1[CH:36]=[CH:35][C:34]([F:37])=[CH:33][CH:32]=1)=[CH:23]\[C:24]([O:26][CH2:27][CH3:28])=[O:25].[Br:38][C:39]1[CH:40]=[C:41](C=O)[S:42][CH:43]=1.N1CCCCC1.O=[N+]([O-])[O-].[O-][N+](=O)[O-].[O-][N+](=O)[O-].[O-][N+](=O)[O-].[O-][N+](=O)[O-].[O-][N+](=O)[O-].[Ce+4].[NH4+].[NH4+].CCN(CC)CC. (5) Given the product [CH2:25]([N:27]([CH2:28][C:29]([NH:31][CH2:32][CH2:33][F:34])=[O:30])[C:59]([C:44]1[CH:45]=[C:46]2[C:41](=[CH:42][CH:43]=1)[N:40]([S:37]([CH2:35][CH3:36])(=[O:39])=[O:38])[C:52]1[CH2:51][CH2:50][CH:49]([CH:53]3[CH2:58][CH2:57][O:56][CH2:55][CH2:54]3)[CH2:48][C:47]2=1)=[O:60])[CH3:26], predict the reactants needed to synthesize it. The reactants are: CN(C(ON1N=NC2C=CC=NC1=2)=[N+](C)C)C.F[P-](F)(F)(F)(F)F.[CH2:25]([NH:27][CH2:28][C:29]([NH:31][CH2:32][CH2:33][F:34])=[O:30])[CH3:26].[CH2:35]([S:37]([N:40]1[C:52]2[CH2:51][CH2:50][CH:49]([CH:53]3[CH2:58][CH2:57][O:56][CH2:55][CH2:54]3)[CH2:48][C:47]=2[C:46]2[C:41]1=[CH:42][CH:43]=[C:44]([C:59](O)=[O:60])[CH:45]=2)(=[O:39])=[O:38])[CH3:36].C(N(CC)C(C)C)(C)C. (6) Given the product [NH2:1][C:4]1[CH:51]=[CH:50][C:7]([O:8][CH2:9][CH2:10][CH2:11][CH2:12][Si:13]([CH3:48])([CH3:49])[O:14][Si:15]([CH3:47])([CH3:46])[O:16][Si:17]([CH3:45])([CH3:44])[O:18][Si:19]([CH3:43])([CH3:42])[O:20][Si:21]([CH3:41])([CH3:40])[O:22][Si:23]([CH2:26][CH2:27][CH2:28][CH2:29][O:30][C:31]2[CH:32]=[CH:33][C:34]([NH2:37])=[CH:35][CH:36]=2)([CH3:24])[CH3:25])=[CH:6][CH:5]=1, predict the reactants needed to synthesize it. The reactants are: [N+:1]([C:4]1[CH:51]=[CH:50][C:7]([O:8][CH2:9][CH2:10][CH2:11][CH2:12][Si:13]([CH3:49])([CH3:48])[O:14][Si:15]([CH3:47])([CH3:46])[O:16][Si:17]([CH3:45])([CH3:44])[O:18][Si:19]([CH3:43])([CH3:42])[O:20][Si:21]([CH3:41])([CH3:40])[O:22][Si:23]([CH2:26][CH2:27][CH2:28][CH2:29][O:30][C:31]2[CH:36]=[CH:35][C:34]([N+:37]([O-])=O)=[CH:33][CH:32]=2)([CH3:25])[CH3:24])=[CH:6][CH:5]=1)([O-])=O.[H][H]. (7) Given the product [S:37]([OH:40])(=[O:39])(=[O:38])[CH3:36].[Cl:1][C:2]1[C:3]([O:23][C:24]2[CH:29]=[CH:28][N:27]=[C:26]([C:30]3[CH:31]=[N:32][N:33]([CH3:35])[CH:34]=3)[CH:25]=2)=[CH:4][C:5]([F:22])=[C:6]([NH:8][C:9]([NH:11][C:12](=[O:21])[CH2:13][C:14]2[CH:19]=[CH:18][C:17]([F:20])=[CH:16][CH:15]=2)=[O:10])[CH:7]=1, predict the reactants needed to synthesize it. The reactants are: [Cl:1][C:2]1[C:3]([O:23][C:24]2[CH:29]=[CH:28][N:27]=[C:26]([C:30]3[CH:31]=[N:32][N:33]([CH3:35])[CH:34]=3)[CH:25]=2)=[CH:4][C:5]([F:22])=[C:6]([NH:8][C:9]([NH:11][C:12](=[O:21])[CH2:13][C:14]2[CH:19]=[CH:18][C:17]([F:20])=[CH:16][CH:15]=2)=[O:10])[CH:7]=1.[CH3:36][S:37]([OH:40])(=[O:39])=[O:38]. (8) Given the product [Cl:14][C:15]1[CH:20]=[CH:19][C:18]([S:21][C:22]2[C:30]3[C:29](=[N:34][OH:35])[CH2:28][CH2:27][CH2:26][C:25]=3[NH:24][C:23]=2[CH3:32])=[CH:17][CH:16]=1, predict the reactants needed to synthesize it. The reactants are: C(N(CCCC)CCCC)CCC.[Cl:14][C:15]1[CH:20]=[CH:19][C:18]([S:21][C:22]2[C:30]3[C:29](=O)[CH2:28][CH2:27][CH2:26][C:25]=3[NH:24][C:23]=2[CH3:32])=[CH:17][CH:16]=1.Cl.[NH2:34][OH:35].